From a dataset of Reaction yield outcomes from USPTO patents with 853,638 reactions. Predict the reaction yield, written as a fraction of the theoretical maximum amount of product (1.0 means a 100% yield; for example, 0.34 means a 34% yield). (1) The reactants are [CH3:1][N:2]1[CH2:7][CH2:6][N:5]([C:8]2[CH:17]=[CH:16][C:15]([N+:18]([O-])=O)=[C:14]3[C:9]=2[CH:10]=[CH:11][CH:12]=[N:13]3)[CH2:4][CH2:3]1. The catalyst is C(O)C.[Pd]. The product is [CH3:1][N:2]1[CH2:7][CH2:6][N:5]([C:8]2[CH:17]=[CH:16][C:15]([NH2:18])=[C:14]3[C:9]=2[CH:10]=[CH:11][CH:12]=[N:13]3)[CH2:4][CH2:3]1. The yield is 0.960. (2) The reactants are [CH2:1]1[CH:10]2[N:5]([CH2:6][CH2:7][CH2:8][CH2:9]2)[CH2:4][CH:3]([CH2:11][OH:12])[CH2:2]1.C(N(CC)CC)C.[CH3:20][S:21](Cl)(=[O:23])=[O:22]. The catalyst is ClCCl. The product is [CH3:20][S:21]([O:12][CH2:11][CH:3]1[CH2:4][N:5]2[CH:10]([CH2:9][CH2:8][CH2:7][CH2:6]2)[CH2:1][CH2:2]1)(=[O:23])=[O:22]. The yield is 0.910. (3) The reactants are [CH3:1][N:2]([CH3:20])[CH2:3][CH2:4][CH2:5][O:6][C:7]1[CH:12]=[CH:11][C:10]([NH2:13])=[CH:9][C:8]=1[C:14]1[N:15]([CH3:19])[N:16]=[CH:17][CH:18]=1.[C:21]1([N:27]=[C:28]=[O:29])[CH:26]=[CH:25][CH:24]=[CH:23][CH:22]=1. The catalyst is C(Cl)Cl. The product is [CH3:20][N:2]([CH3:1])[CH2:3][CH2:4][CH2:5][O:6][C:7]1[CH:12]=[CH:11][C:10]([NH:13][C:28]([NH:27][C:21]2[CH:26]=[CH:25][CH:24]=[CH:23][CH:22]=2)=[O:29])=[CH:9][C:8]=1[C:14]1[N:15]([CH3:19])[N:16]=[CH:17][CH:18]=1. The yield is 0.690. (4) The reactants are [OH-:1].[Na+].[F:3][C:4]1[CH:11]=[C:10]([O:12][CH3:13])[CH:9]=[CH:8][C:5]=1[CH:6]=[O:7]. The catalyst is O. The product is [F:3][C:4]1[CH:11]=[C:10]([O:12][CH3:13])[CH:9]=[CH:8][C:5]=1[C:6]([OH:1])=[O:7]. The yield is 0.820. (5) The reactants are C(O[B:5]1[O:9][C:8]([CH3:11])([CH3:10])[C:7]([CH3:13])([CH3:12])[O:6]1)(C)C.C([Li])CCC.[F:19][C:20]1[CH:21]=[C:22]([C:27]2([OH:32])[CH2:31][CH2:30][CH2:29][CH2:28]2)[CH:23]=[C:24]([F:26])[CH:25]=1. No catalyst specified. The product is [F:19][C:20]1[CH:21]=[C:22]([C:27]2([OH:32])[CH2:31][CH2:30][CH2:29][CH2:28]2)[CH:23]=[C:24]([F:26])[C:25]=1[B:5]1[O:6][C:7]([CH3:12])([CH3:13])[C:8]([CH3:10])([CH3:11])[O:9]1. The yield is 1.00. (6) The reactants are Cl.[N:2]12[CH2:9][CH2:8][CH:5]([CH2:6][CH2:7]1)[C@@H:4]([OH:10])[CH2:3]2. The catalyst is [OH-].[Na+]. The product is [N:2]12[CH2:9][CH2:8][CH:5]([CH2:6][CH2:7]1)[C@@H:4]([OH:10])[CH2:3]2. The yield is 0.990. (7) The reactants are Cl[C:2]1[N:7]=[CH:6][C:5]([C:8]([O:10][CH3:11])=[O:9])=[CH:4][N:3]=1.[Cl:12][C:13]1[CH:18]=[CH:17][C:16]([C:19]#[CH:20])=[CH:15][CH:14]=1. No catalyst specified. The product is [Cl:12][C:13]1[CH:18]=[CH:17][C:16]([C:19]#[C:20][C:2]2[N:7]=[CH:6][C:5]([C:8]([O:10][CH3:11])=[O:9])=[CH:4][N:3]=2)=[CH:15][CH:14]=1. The yield is 0.260. (8) The reactants are C1(C)C=CC=CC=1.[CH3:8][C:9]1[C:10]([CH2:28][S:29][C:30]2[NH:34][C:33]3[CH:35]=[CH:36][CH:37]=[CH:38][C:32]=3[N:31]=2)=[N:11][CH:12]=[CH:13][C:14]=1[O:15][CH2:16][C:17]1([CH3:27])[O:26][CH2:25][C:20]2([O:24][CH2:23][CH2:22][O:21]2)[CH2:19][O:18]1.ClC1C=CC=C(C(OO)=[O:47])C=1. The catalyst is CO. The product is [CH3:8][C:9]1[C:10]([CH2:28][S:29]([C:30]2[NH:31][C:32]3[CH:38]=[CH:37][CH:36]=[CH:35][C:33]=3[N:34]=2)=[O:47])=[N:11][CH:12]=[CH:13][C:14]=1[O:15][CH2:16][C:17]1([CH3:27])[O:18][CH2:19][C:20]2([O:21][CH2:22][CH2:23][O:24]2)[CH2:25][O:26]1. The yield is 0.384. (9) The reactants are Cl[C:2]1[N:7]=[C:6]([NH:8][C:9]2[CH:18]=[CH:17][C:12]3[NH:13][C:14](=[O:16])[NH:15][C:11]=3[CH:10]=2)[C:5]([F:19])=[CH:4][N:3]=1.[CH3:20][N:21]1[CH2:26][CH2:25][N:24]([C:27]2[N:32]=[CH:31][C:30]([NH2:33])=[CH:29][CH:28]=2)[CH2:23][CH2:22]1.C(O)(C(F)(F)F)=O. The catalyst is CC(O)C. The product is [NH:13]1[C:12]2[CH:17]=[CH:18][C:9]([NH:8][C:6]3[C:5]([F:19])=[CH:4][N:3]=[C:2]([NH:33][C:30]4[CH:29]=[CH:28][C:27]([N:24]5[CH2:25][CH2:26][N:21]([CH3:20])[CH2:22][CH2:23]5)=[N:32][CH:31]=4)[N:7]=3)=[CH:10][C:11]=2[NH:15][C:14]1=[O:16]. The yield is 0.600.